Dataset: Full USPTO retrosynthesis dataset with 1.9M reactions from patents (1976-2016). Task: Predict the reactants needed to synthesize the given product. Given the product [Cl:37][CH:35]([Cl:36])[CH2:34][C@H:30]([NH:29][C:27]([C:19]1[S:18][C:22]2[CH:23]=[CH:24][CH:25]=[CH:26][C:21]=2[CH:20]=1)=[O:28])[C:31]([NH:1][CH2:2][CH2:3][CH2:4][CH2:5][NH:6][S:7]([C:10]1[CH:15]=[CH:14][C:13]([Cl:16])=[CH:12][C:11]=1[Cl:17])(=[O:9])=[O:8])=[O:32], predict the reactants needed to synthesize it. The reactants are: [NH2:1][CH2:2][CH2:3][CH2:4][CH2:5][NH:6][S:7]([C:10]1[CH:15]=[CH:14][C:13]([Cl:16])=[CH:12][C:11]=1[Cl:17])(=[O:9])=[O:8].[S:18]1[C:22]2[CH:23]=[CH:24][CH:25]=[CH:26][C:21]=2[CH:20]=[C:19]1[C:27]([NH:29][C@@H:30]([CH2:34][CH:35]([Cl:37])[Cl:36])[C:31](O)=[O:32])=[O:28].CN1CCOCC1.CCN=C=NCCCN(C)C.Cl.